From a dataset of Catalyst prediction with 721,799 reactions and 888 catalyst types from USPTO. Predict which catalyst facilitates the given reaction. (1) Reactant: C[O:2][C:3]1[CH:8]=[CH:7][C:6]([NH:9][C:10]2[C:14]([CH3:15])=[CH:13][N:12]([C:16]3[CH:21]=[CH:20][CH:19]=[CH:18][CH:17]=3)[N:11]=2)=[CH:5][CH:4]=1.Br.C(O)(=O)C.[OH-].[Na+]. Product: [CH3:15][C:14]1[C:10]([NH:9][C:6]2[CH:5]=[CH:4][C:3]([OH:2])=[CH:8][CH:7]=2)=[N:11][N:12]([C:16]2[CH:17]=[CH:18][CH:19]=[CH:20][CH:21]=2)[CH:13]=1. The catalyst class is: 6. (2) Reactant: [Cl-].O[NH3+:3].[C:4](=[O:7])([O-])[OH:5].[Na+].CS(C)=O.[CH2:13]([C:17]1[N:18]=[C:19]([CH:48]2[CH2:50][CH2:49]2)[N:20]([C:39]2[CH:44]=[CH:43][C:42]([O:45][CH2:46][CH3:47])=[CH:41][CH:40]=2)[C:21](=[O:38])[C:22]=1[CH2:23][C:24]1[CH:29]=[CH:28][C:27]([C:30]2[C:31]([C:36]#[N:37])=[CH:32][CH:33]=[CH:34][CH:35]=2)=[CH:26][CH:25]=1)[CH2:14][CH2:15][CH3:16]. Product: [CH2:13]([C:17]1[N:18]=[C:19]([CH:48]2[CH2:49][CH2:50]2)[N:20]([C:39]2[CH:44]=[CH:43][C:42]([O:45][CH2:46][CH3:47])=[CH:41][CH:40]=2)[C:21](=[O:38])[C:22]=1[CH2:23][C:24]1[CH:25]=[CH:26][C:27]([C:30]2[CH:35]=[CH:34][CH:33]=[CH:32][C:31]=2[C:36]2[NH:3][C:4](=[O:7])[O:5][N:37]=2)=[CH:28][CH:29]=1)[CH2:14][CH2:15][CH3:16]. The catalyst class is: 13. (3) Reactant: CC[N:3]([CH:7]([CH3:9])C)[CH:4](C)C.C1C=CC2N(O)N=NC=2C=1.CCN=C=NCCCN(C)C.[N:31]1[CH:36]=[CH:35][CH:34]=[C:33]([N:37]2[CH:41]=[C:40]([C:42]([NH:44][CH2:45][C:46]([OH:48])=O)=[O:43])[N:39]=[N:38]2)[CH:32]=1.NC1C=NC=CC=1.Cl.[Cl:57][C:58]1[CH:68]=[CH:67][CH:66]=[CH:65][C:59]=1[O:60]C1CNC1.Cl.FC(F)(F)C1C=C(C=CC=1)OC1CNC1. Product: [Cl:57][C:58]1[CH:68]=[CH:67][CH:66]=[CH:65][C:59]=1[O:60][CH:9]1[CH2:4][N:3]([C:46](=[O:48])[CH2:45][NH:44][C:42]([C:40]2[N:39]=[N:38][N:37]([C:33]3[CH:32]=[N:31][CH:36]=[CH:35][CH:34]=3)[CH:41]=2)=[O:43])[CH2:7]1. The catalyst class is: 3.